Dataset: Catalyst prediction with 721,799 reactions and 888 catalyst types from USPTO. Task: Predict which catalyst facilitates the given reaction. (1) Reactant: [Br:1][C:2]1[CH:3]=[N:4][CH:5]=[C:6]([CH:9]=1)[CH:7]=[O:8].[BH4-].[Na+]. Product: [Br:1][C:2]1[CH:9]=[C:6]([CH2:7][OH:8])[CH:5]=[N:4][CH:3]=1. The catalyst class is: 14. (2) Reactant: [CH:1]([N:3]1[CH2:7][CH2:6][CH2:5][C:4]1=[O:8])=[CH2:2].[C:9]([OH:13])(=[O:12])[CH:10]=[CH2:11].CN(C)CCN(C)C.S(OOS([O-])(=O)=O)([O-])(=O)=O.[K+].[K+]. Product: [C:9]([OH:13])(=[O:12])[CH:10]=[CH2:11].[CH:1]([N:3]1[CH2:7][CH2:6][CH2:5][C:4]1=[O:8])=[CH2:2]. The catalyst class is: 657.